From a dataset of Catalyst prediction with 721,799 reactions and 888 catalyst types from USPTO. Predict which catalyst facilitates the given reaction. (1) Reactant: [N:1]1[CH:6]=[CH:5][CH:4]=[CH:3][C:2]=1[C:7]1[CH:12]=[CH:11][C:10]([CH2:13][N:14]([NH:39]C(OC(C)(C)C)=O)[CH2:15][C@H:16]([OH:38])[C@@H:17]([NH:25][C:26](=[O:37])[C@H:27]([C:33]([CH3:36])([CH3:35])[CH3:34])[NH:28][C:29]([O:31][CH3:32])=[O:30])[CH2:18][C:19]2[CH:24]=[CH:23][CH:22]=[CH:21][CH:20]=2)=[CH:9][CH:8]=1.Cl. Product: [N:1]1[CH:6]=[CH:5][CH:4]=[CH:3][C:2]=1[C:7]1[CH:8]=[CH:9][C:10]([CH2:13][N:14]([NH2:39])[CH2:15][C@H:16]([OH:38])[C@@H:17]([NH:25][C:26](=[O:37])[C@H:27]([C:33]([CH3:35])([CH3:36])[CH3:34])[NH:28][C:29]([O:31][CH3:32])=[O:30])[CH2:18][C:19]2[CH:24]=[CH:23][CH:22]=[CH:21][CH:20]=2)=[CH:11][CH:12]=1. The catalyst class is: 7. (2) Reactant: [NH2:1][C:2]([NH2:4])=[NH:3].[CH3:5][C:6]1[CH:15]=[C:14]([N:16]2[CH:20]=[CH:19][CH:18]=[CH:17]2)[C:13]([S:21]([CH3:24])(=[O:23])=[O:22])=[CH:12][C:7]=1[C:8](OC)=[O:9].O. Product: [NH2:3][C:2]([NH2:4])=[N:1][C:8](=[O:9])[C:7]1[CH:12]=[C:13]([S:21]([CH3:24])(=[O:23])=[O:22])[C:14]([N:16]2[CH:20]=[CH:19][CH:18]=[CH:17]2)=[CH:15][C:6]=1[CH3:5]. The catalyst class is: 5. (3) Reactant: [Cl:1][C:2]1[CH:3]=[C:4]([CH3:21])[C:5]2[O:10][C@H:9]([CH:11]([CH3:13])[CH3:12])[C:8](=[O:14])[N:7]([CH2:15][CH2:16][C:17]([OH:19])=[O:18])[C:6]=2[CH:20]=1.[C:22]1([C@H:28]([NH2:30])[CH3:29])[CH:27]=[CH:26][CH:25]=[CH:24][CH:23]=1. Product: [Cl:1][C:2]1[CH:3]=[C:4]([CH3:21])[C:5]2[O:10][C@H:9]([CH:11]([CH3:13])[CH3:12])[C:8](=[O:14])[N:7]([CH2:15][CH2:16][C:17]([OH:19])=[O:18])[C:6]=2[CH:20]=1.[C:22]1([C@H:28]([NH2:30])[CH3:29])[CH:27]=[CH:26][CH:25]=[CH:24][CH:23]=1. The catalyst class is: 13. (4) Reactant: [Cl:1][C:2]1[C:27]([O:28][CH3:29])=[CH:26][C:25]([O:30][CH3:31])=[C:24]([F:32])[C:3]=1[NH:4][CH2:5][C:6]1[C:7](Cl)=[C:8]2[CH:14]=[CH:13][N:12]([CH2:15][O:16][CH2:17][CH2:18][Si:19]([CH3:22])([CH3:21])[CH3:20])[C:9]2=[N:10][CH:11]=1.[CH:33]1([NH2:37])[CH2:36][CH2:35][CH2:34]1.CC1(C)C2C=CC=C(P(C3C=CC=CC=3)C3C=CC=CC=3)C=2OC2C1=CC=CC=2P(C1C=CC=CC=1)C1C=CC=CC=1.C(=O)([O-])[O-].[Cs+].[Cs+].O1CCOCC1. Product: [Cl:1][C:2]1[C:27]([O:28][CH3:29])=[CH:26][C:25]([O:30][CH3:31])=[C:24]([F:32])[C:3]=1[NH:4][CH2:5][C:6]1[CH:11]=[N:10][C:9]2[N:12]([CH2:15][O:16][CH2:17][CH2:18][Si:19]([CH3:22])([CH3:21])[CH3:20])[CH:13]=[CH:14][C:8]=2[C:7]=1[NH:37][CH:33]1[CH2:36][CH2:35][CH2:34]1. The catalyst class is: 167. (5) Reactant: [F:1][C:2]([F:14])([F:13])[CH2:3][CH2:4][CH:5]([OH:12])[CH2:6][CH2:7][C:8]([F:11])([F:10])[F:9].[Cr](Cl)([O-])(=O)=O.[NH+]1C=CC=CC=1. Product: [F:1][C:2]([F:13])([F:14])[CH2:3][CH2:4][C:5](=[O:12])[CH2:6][CH2:7][C:8]([F:10])([F:11])[F:9]. The catalyst class is: 2. (6) Reactant: [C:1]1([C:7]([O:9][CH3:10])=[O:8])[CH2:6][CH2:5][CH2:4][CH2:3][CH:2]=1.[Br:11]NC(=O)CCC(N)=O. Product: [Br:11][CH:3]1[CH2:4][CH2:5][CH2:6][C:1]([C:7]([O:9][CH3:10])=[O:8])=[CH:2]1. The catalyst class is: 53. (7) Product: [Cl:1][C:2]1[CH:10]=[CH:9][C:8]2[N:7]([CH2:24][CH2:23][C:21]3[CH:22]=[C:17]([CH3:16])[C:18]([NH:25][C:26](=[O:28])[CH3:27])=[N:19][CH:20]=3)[C:6]3[CH2:11][CH2:12][N:13]([CH3:15])[CH2:14][C:5]=3[C:4]=2[CH:3]=1. The catalyst class is: 37. Reactant: [Cl:1][C:2]1[CH:10]=[CH:9][C:8]2[NH:7][C:6]3[CH2:11][CH2:12][N:13]([CH3:15])[CH2:14][C:5]=3[C:4]=2[CH:3]=1.[CH3:16][C:17]1[C:18]([NH:25][C:26](=[O:28])[CH3:27])=[N:19][CH:20]=[C:21]([CH:23]=[CH2:24])[CH:22]=1.[OH-].[K+]. (8) Reactant: [C:1](O[K])(C)(C)C.[Br:7][C:8]1[C:9]([CH3:16])=[C:10]([NH2:15])[C:11]([Cl:14])=[N:12][CH:13]=1.CI. Product: [Br:7][C:8]1[C:9]([CH3:16])=[C:10]([NH:15][CH3:1])[C:11]([Cl:14])=[N:12][CH:13]=1. The catalyst class is: 1. (9) Reactant: [F:1][C:2]1[CH:36]=[C:35]([NH:37][C:38]([NH2:40])=[O:39])[CH:34]=[CH:33][C:3]=1[O:4][C:5]1[CH:10]=[CH:9][N:8]=[C:7]2[CH:11]=[C:12]([C:14]3[N:19]=[CH:18][C:17]([CH2:20][N:21]([CH2:29][CH2:30][O:31][CH3:32])C(=O)OC(C)(C)C)=[CH:16][CH:15]=3)[S:13][C:6]=12.C(O)(C(F)(F)F)=O. Product: [F:1][C:2]1[CH:36]=[C:35]([NH:37][C:38]([NH2:40])=[O:39])[CH:34]=[CH:33][C:3]=1[O:4][C:5]1[CH:10]=[CH:9][N:8]=[C:7]2[CH:11]=[C:12]([C:14]3[CH:15]=[CH:16][C:17]([CH2:20][NH:21][CH2:29][CH2:30][O:31][CH3:32])=[CH:18][N:19]=3)[S:13][C:6]=12. The catalyst class is: 2.